From a dataset of Forward reaction prediction with 1.9M reactions from USPTO patents (1976-2016). Predict the product of the given reaction. (1) Given the reactants [Cl:1][C:2]1[N:3]=[C:4]([C:9]([NH:11][C@H:12]2[CH2:17][CH2:16][N:15]([C:18]3[O:19][C:20]([CH:30]([CH3:32])[CH3:31])=[C:21]([C:23]([O:25]CCCC)=[O:24])[N:22]=3)[CH2:14][C@H:13]2[O:33][CH3:34])=[O:10])[NH:5][C:6]=1[CH2:7][CH3:8].[OH-].[Li+].CO, predict the reaction product. The product is: [Cl:1][C:2]1[N:3]=[C:4]([C:9]([NH:11][C@H:12]2[CH2:17][CH2:16][N:15]([C:18]3[O:19][C:20]([CH:30]([CH3:31])[CH3:32])=[C:21]([C:23]([OH:25])=[O:24])[N:22]=3)[CH2:14][C@H:13]2[O:33][CH3:34])=[O:10])[NH:5][C:6]=1[CH2:7][CH3:8]. (2) The product is: [ClH:20].[ClH:35].[NH:24]1[CH2:23][CH:22]([C:16]2[C:15]([O:33][CH3:34])=[C:14]([CH:12]([N:8]3[C:4]4=[N:5][CH:6]=[N:7][C:2]([NH2:1])=[C:3]4[C:10]([CH3:11])=[N:9]3)[CH3:13])[CH:19]=[C:18]([Cl:20])[C:17]=2[F:21])[CH2:25]1. Given the reactants [NH2:1][C:2]1[N:7]=[CH:6][N:5]=[C:4]2[N:8]([CH:12]([C:14]3[C:15]([O:33][CH3:34])=[C:16]([CH:22]4[CH2:25][N:24](C(OC(C)(C)C)=O)[CH2:23]4)[C:17]([F:21])=[C:18]([Cl:20])[CH:19]=3)[CH3:13])[N:9]=[C:10]([CH3:11])[C:3]=12.[ClH:35].O1CCOCC1, predict the reaction product. (3) Given the reactants [OH:1][CH2:2][CH2:3][CH2:4][CH:5]([C:20]1[CH:27]=[CH:26][C:23]([C:24]#[N:25])=[CH:22][CH:21]=1)[O:6][C:7]1[CH:12]=[CH:11][C:10]([O:13][CH:14]2[CH2:19][CH2:18][CH2:17][CH2:16][O:15]2)=[CH:9][CH:8]=1.[CH3:28][S:29](Cl)(=[O:31])=[O:30].O, predict the reaction product. The product is: [CH3:28][S:29]([O:1][CH2:2][CH2:3][CH2:4][CH:5]([C:20]1[CH:27]=[CH:26][C:23]([C:24]#[N:25])=[CH:22][CH:21]=1)[O:6][C:7]1[CH:8]=[CH:9][C:10]([O:13][CH:14]2[CH2:19][CH2:18][CH2:17][CH2:16][O:15]2)=[CH:11][CH:12]=1)(=[O:31])=[O:30]. (4) Given the reactants [CH2:1]([O:3][C:4](=[O:31])/[CH:5]=[C:6](\[CH3:30])/[CH:7]=[CH:8]/[CH:9]=[C:10](/[C:15]1[C:24]([OH:25])=[CH:23][C:22]2[C:21]([CH3:27])([CH3:26])[CH2:20][CH2:19][C:18]([CH3:29])([CH3:28])[C:17]=2[CH:16]=1)\[C:11]([F:14])([F:13])[F:12])[CH3:2].C([O-])([O-])=O.[K+].[K+].[CH2:38](I)[CH3:39].CC(C)=O, predict the reaction product. The product is: [CH2:1]([O:3][C:4](=[O:31])/[CH:5]=[C:6](\[CH3:30])/[CH:7]=[CH:8]/[CH:9]=[C:10](/[C:15]1[C:24]([O:25][CH2:38][CH3:39])=[CH:23][C:22]2[C:21]([CH3:27])([CH3:26])[CH2:20][CH2:19][C:18]([CH3:29])([CH3:28])[C:17]=2[CH:16]=1)\[C:11]([F:13])([F:12])[F:14])[CH3:2]. (5) The product is: [N+:20]([C:11]1[CH:12]=[C:13]([O:18][CH3:19])[C:14]([O:16][CH3:17])=[CH:15][C:10]=1[N:9]1[C:3]([C:4]([O:6][CH2:7][CH3:8])=[O:5])=[CH:35][N:34]=[CH:33]1)([O-:22])=[O:21]. Given the reactants CO[CH:3]([NH:9][C:10]1[CH:15]=[C:14]([O:16][CH3:17])[C:13]([O:18][CH3:19])=[CH:12][C:11]=1[N+:20]([O-:22])=[O:21])[C:4]([O:6][CH2:7][CH3:8])=[O:5].S([CH2:33][N+:34]#[C-:35])(C1C=CC(C)=CC=1)(=O)=O.C(=O)([O-])[O-].[K+].[K+], predict the reaction product. (6) Given the reactants B(Br)(Br)Br.C([O:12][C:13]1[CH:18]=[CH:17][C:16]([C:19]2[C:23](=[O:24])[C:22]([CH3:26])([CH3:25])[O:21][C:20]=2[C:27]2[CH:34]=[CH:33][C:30]([C:31]#[N:32])=[CH:29][CH:28]=2)=[CH:15][CH:14]=1)C1C=CC=CC=1, predict the reaction product. The product is: [OH:12][C:13]1[CH:14]=[CH:15][C:16]([C:19]2[C:23](=[O:24])[C:22]([CH3:25])([CH3:26])[O:21][C:20]=2[C:27]2[CH:28]=[CH:29][C:30]([C:31]#[N:32])=[CH:33][CH:34]=2)=[CH:17][CH:18]=1. (7) Given the reactants [CH3:1][CH:2]([CH3:9])[CH2:3][C:4](=O)[C:5]([OH:7])=[O:6].[Br:10][C:11]1[CH:17]=[CH:16][CH:15]=[CH:14][C:12]=1[NH2:13].C(O[BH-](OC(=O)C)OC(=O)C)(=O)C.[Na+], predict the reaction product. The product is: [Br:10][C:11]1[CH:17]=[CH:16][CH:15]=[CH:14][C:12]=1[NH:13][CH:4]([CH2:3][CH:2]([CH3:9])[CH3:1])[C:5]([OH:7])=[O:6]. (8) Given the reactants [C:1]([NH:4][C:5]1[CH:9]=[CH:8][NH:7][C:6]=1[C:10]([O:12][CH2:13][CH3:14])=[O:11])(=[O:3])[CH3:2].[CH2:15]([O:17][C:18]([C:20]1[CH:25]=[CH:24][C:23](B(O)O)=[CH:22][CH:21]=1)=[O:19])[CH3:16].N1C=CC=CC=1.O, predict the reaction product. The product is: [C:1]([NH:4][C:5]1[CH:9]=[CH:8][N:7]([C:23]2[CH:24]=[CH:25][C:20]([C:18]([O:17][CH2:15][CH3:16])=[O:19])=[CH:21][CH:22]=2)[C:6]=1[C:10]([O:12][CH2:13][CH3:14])=[O:11])(=[O:3])[CH3:2].